Dataset: Reaction yield outcomes from USPTO patents with 853,638 reactions. Task: Predict the reaction yield, written as a fraction of the theoretical maximum amount of product (1.0 means a 100% yield; for example, 0.34 means a 34% yield). (1) The product is [CH2:2]([C:4]1[N:5]=[C:6]([CH:9]([NH:20][C:28](=[O:29])[CH2:27][C:21]2[CH:26]=[CH:25][CH:24]=[CH:23][CH:22]=2)[CH2:10][C:11]2[CH:16]=[CH:15][C:14]([N+:17]([O-:19])=[O:18])=[CH:13][CH:12]=2)[S:7][CH:8]=1)[CH3:3]. The reactants are Br.[CH2:2]([C:4]1[N:5]=[C:6]([C@@H:9]([NH2:20])[CH2:10][C:11]2[CH:16]=[CH:15][C:14]([N+:17]([O-:19])=[O:18])=[CH:13][CH:12]=2)[S:7][CH:8]=1)[CH3:3].[C:21]1([CH2:27][C:28](O)=[O:29])[CH:26]=[CH:25][CH:24]=[CH:23][CH:22]=1.ON1C2C=CC=CC=2N=N1.CN(C)CCCN=C=NCC.C(N(CC)CC)C. The yield is 0.600. The catalyst is CN(C=O)C.O. (2) The reactants are C([O:4][C@@H:5]([C:7]1[N:12]=[C:11]([N:13]2[CH2:18][CH2:17][N:16]([C:19]3[CH:28]=[N:27][C:26]4[C:21](=[CH:22][CH:23]=[CH:24][CH:25]=4)[N:20]=3)[CH2:15][CH2:14]2)[CH:10]=[CH:9][N:8]=1)[CH3:6])(=O)C.O.[OH-].[Li+]. The catalyst is O1CCCC1.O.CO. The product is [N:20]1[C:21]2[C:26](=[CH:25][CH:24]=[CH:23][CH:22]=2)[N:27]=[CH:28][C:19]=1[N:16]1[CH2:15][CH2:14][N:13]([C:11]2[CH:10]=[CH:9][N:8]=[C:7]([C@H:5]([OH:4])[CH3:6])[N:12]=2)[CH2:18][CH2:17]1. The yield is 0.900. (3) No catalyst specified. The yield is 0.200. The product is [CH2:1]([C@H:8]1[CH2:9][N:10]([C:14]2[CH:19]=[CH:18][C:17]([O:20][CH3:21])=[C:16]([O:22][CH:23]3[CH2:27][CH2:26][CH2:25][CH2:24]3)[CH:15]=2)[CH2:11][CH2:12][N:13]1[C:31](=[O:30])[CH2:32][C:33]1[NH:37][CH:36]=[N:35][N:34]=1)[C:2]1[CH:3]=[CH:4][CH:5]=[CH:6][CH:7]=1. The reactants are [CH2:1]([C@@H:8]1[NH:13][CH2:12][CH2:11][N:10]([C:14]2[CH:19]=[CH:18][C:17]([O:20][CH3:21])=[C:16]([O:22][CH:23]3[CH2:27][CH2:26][CH2:25][CH2:24]3)[CH:15]=2)[CH2:9]1)[C:2]1[CH:7]=[CH:6][CH:5]=[CH:4][CH:3]=1.C([O:30][C:31](=O)[CH2:32][C:33]1[NH:37][CH:36]=[N:35][N:34]=1)C.